This data is from Catalyst prediction with 721,799 reactions and 888 catalyst types from USPTO. The task is: Predict which catalyst facilitates the given reaction. (1) Reactant: C(N(CC)CC)C.[Cl:8][C:9]1[CH:14]=[CH:13][C:12]([C@@H:15]2[CH2:20][C@@H:19]([OH:21])[CH2:18][CH2:17][C@H:16]2[NH:22][C:23](=[O:29])[O:24][C:25]([CH3:28])([CH3:27])[CH3:26])=[CH:11][CH:10]=1.O[C@H]1CC[C@@H](NC(=O)OC(C)(C)C)[C@H](C2C=CC(C(F)(F)F)=CC=2)C1.ClC1C=CC([Mg]Cl)=CC=1.FC(F)(F)C1C=CC([Mg]Br)=CC=1.[CH3:76][S:77](Cl)(=[O:79])=[O:78].C([O-])(O)=O.[Na+]. Product: [CH3:76][S:77]([O:21][C@H:19]1[CH2:18][CH2:17][C@@H:16]([NH:22][C:23]([O:24][C:25]([CH3:26])([CH3:28])[CH3:27])=[O:29])[C@H:15]([C:12]2[CH:13]=[CH:14][C:9]([Cl:8])=[CH:10][CH:11]=2)[CH2:20]1)(=[O:79])=[O:78]. The catalyst class is: 2. (2) Reactant: [S:1]1[C:9]2[C:4](=[N:5][CH:6]=[CH:7][CH:8]=2)[N:3]=[C:2]1[O:10][C:11]1[CH:12]=[CH:13][C:14]2[CH:18]=[C:17]([CH2:19]O)[S:16][C:15]=2[CH:21]=1.S(Cl)([Cl:24])=O. Product: [Cl:24][CH2:19][C:17]1[S:16][C:15]2[CH:21]=[C:11]([O:10][C:2]3[S:1][C:9]4[C:4]([N:3]=3)=[N:5][CH:6]=[CH:7][CH:8]=4)[CH:12]=[CH:13][C:14]=2[CH:18]=1. The catalyst class is: 2. (3) Reactant: [Cl:1][C:2]1[CH:3]=[C:4]([CH:14]=[CH:15][CH:16]=1)[CH2:5][C:6]1[O:10][N:9]=[C:8]([C:11]([OH:13])=O)[CH:7]=1.ON1C2C=CC=CC=2N=N1.Cl.C(N=C=NCCCN(C)C)C.C(N(CC)CC)C.[O:46]1[CH2:50][CH2:49][CH:48]([CH2:51][NH2:52])[CH2:47]1. Product: [O:46]1[CH2:50][CH2:49][CH:48]([CH2:51][NH:52][C:11]([C:8]2[CH:7]=[C:6]([CH2:5][C:4]3[CH:14]=[CH:15][CH:16]=[C:2]([Cl:1])[CH:3]=3)[O:10][N:9]=2)=[O:13])[CH2:47]1. The catalyst class is: 408. (4) Reactant: [Br:1][C:2]1[CH:7]=[CH:6][C:5]([C:8]2[O:17][C:11]3[N:12]=[CH:13][N:14]=[C:15](Cl)[C:10]=3[C:9]=2[C:18]2[CH:23]=[CH:22][C:21]([F:24])=[CH:20][CH:19]=2)=[CH:4][CH:3]=1.[CH3:25][O:26][C:27](=[O:37])[CH2:28][O:29][C:30]1[CH:35]=[CH:34][CH:33]=[C:32]([NH2:36])[CH:31]=1. Product: [CH3:25][O:26][C:27](=[O:37])[CH2:28][O:29][C:30]1[CH:35]=[CH:34][CH:33]=[C:32]([NH:36][C:15]2[C:10]3[C:9]([C:18]4[CH:23]=[CH:22][C:21]([F:24])=[CH:20][CH:19]=4)=[C:8]([C:5]4[CH:6]=[CH:7][C:2]([Br:1])=[CH:3][CH:4]=4)[O:17][C:11]=3[N:12]=[CH:13][N:14]=2)[CH:31]=1. The catalyst class is: 16. (5) Reactant: [Cl:1][C:2]1[C:6]([Cl:7])=[C:5]([CH3:8])[NH:4][C:3]=1[C:9]([NH:11][CH:12]1[CH2:17][CH2:16][N:15]([C:18]2[N:23]=[C:22]([O:24][CH2:25][CH:26]3[CH2:30][O:29]C(C)(C)[O:27]3)[N:21]=[C:20]([C:33]([NH:35][O:36][CH3:37])=[O:34])[CH:19]=2)[CH2:14][CH2:13]1)=[O:10].C(O)(C(F)(F)F)=O.[OH-].[NH4+]. Product: [Cl:1][C:2]1[C:6]([Cl:7])=[C:5]([CH3:8])[NH:4][C:3]=1[C:9]([NH:11][CH:12]1[CH2:13][CH2:14][N:15]([C:18]2[N:23]=[C:22]([O:24][CH2:25][CH:26]([OH:27])[CH2:30][OH:29])[N:21]=[C:20]([C:33]([NH:35][O:36][CH3:37])=[O:34])[CH:19]=2)[CH2:16][CH2:17]1)=[O:10]. The catalyst class is: 20. (6) Reactant: [Br:1][C:2]1[CH:19]=[CH:18][C:5]([O:6][CH:7]2[CH2:10][N:9](C(OC(C)(C)C)=O)[CH2:8]2)=[CH:4][CH:3]=1.C(O)(C(F)(F)F)=O. Product: [Br:1][C:2]1[CH:19]=[CH:18][C:5]([O:6][CH:7]2[CH2:8][NH:9][CH2:10]2)=[CH:4][CH:3]=1. The catalyst class is: 2.